This data is from Catalyst prediction with 721,799 reactions and 888 catalyst types from USPTO. The task is: Predict which catalyst facilitates the given reaction. (1) Reactant: Br[C:2]1[C:3]([Cl:16])=[C:4]2[C:9](=[CH:10][CH:11]=1)[N:8]1[C:12]([CH3:15])=[N:13][N:14]=[C:7]1[CH2:6][CH2:5]2.[F:17][C:18]1[CH:19]=[C:20](B(O)O)[CH:21]=[N:22][CH:23]=1.O1CCOCC1.C(=O)([O-])[O-].[Na+].[Na+]. Product: [Cl:16][C:3]1[C:2]([C:20]2[CH:21]=[N:22][CH:23]=[C:18]([F:17])[CH:19]=2)=[CH:11][CH:10]=[C:9]2[C:4]=1[CH2:5][CH2:6][C:7]1[N:8]2[C:12]([CH3:15])=[N:13][N:14]=1. The catalyst class is: 263. (2) Reactant: [C:1]([C:3]1[CH:8]=[CH:7][C:6]([CH:9]2[C:18]3[C:13](=[CH:14][C:15]([CH3:22])=[N:16][C:17]=3[O:19][CH2:20][CH3:21])[NH:12][C:11]([CH3:23])=[C:10]2[C:24]([O:26]CCC#N)=[O:25])=[C:5]([O:31][CH3:32])[CH:4]=1)#[N:2].[OH-].[Na+].C(OCC)C.O. Product: [C:1]([C:3]1[CH:8]=[CH:7][C:6]([CH:9]2[C:18]3[C:13](=[CH:14][C:15]([CH3:22])=[N:16][C:17]=3[O:19][CH2:20][CH3:21])[NH:12][C:11]([CH3:23])=[C:10]2[C:24]([OH:26])=[O:25])=[C:5]([O:31][CH3:32])[CH:4]=1)#[N:2]. The catalyst class is: 149. (3) Reactant: [F:1][C:2]([F:27])([F:26])[C:3]1[CH:4]=[C:5]([C:9]2[CH:14]=[CH:13][C:12]([C@@H:15]3[CH2:17][C@H:16]3[NH:18]C(=O)OC(C)(C)C)=[CH:11][CH:10]=2)[CH:6]=[CH:7][CH:8]=1.[ClH:28]. Product: [ClH:28].[F:1][C:2]([F:26])([F:27])[C:3]1[CH:4]=[C:5]([C:9]2[CH:14]=[CH:13][C:12]([C@@H:15]3[CH2:17][C@H:16]3[NH2:18])=[CH:11][CH:10]=2)[CH:6]=[CH:7][CH:8]=1. The catalyst class is: 27.